Dataset: Forward reaction prediction with 1.9M reactions from USPTO patents (1976-2016). Task: Predict the product of the given reaction. (1) Given the reactants C(OC[C@@H]1OC(=O)N(C2C=CC(Cl)=CC=2)[C@H]1C1C=CC=C(C(F)(F)F)C=1)C1C=CC=CC=1.[N:33]([CH2:36][C@@H:37]1[O:41][C:40](=[O:42])[N:39]([C:43]2[CH:48]=[CH:47][C:46]([Cl:49])=[CH:45][CH:44]=2)[C@H:38]1[C:50]1[CH:55]=[CH:54][CH:53]=[C:52]([C:56]([F:59])([F:58])[F:57])[CH:51]=1)=[N+:34]=[N-:35].[N-]=[N+]=[N-].[F:63][C:64]1[CH:65]=[C:66]([C:70]#[CH:71])[CH:67]=[CH:68][CH:69]=1.O=C1O[C@H]([C@H](CO)O)C([O-])=C1O.[Na+], predict the reaction product. The product is: [Cl:49][C:46]1[CH:45]=[CH:44][C:43]([N:39]2[C@@H:38]([C:50]3[CH:55]=[CH:54][CH:53]=[C:52]([C:56]([F:59])([F:58])[F:57])[CH:51]=3)[C@H:37]([CH2:36][N:33]3[CH:71]=[C:70]([C:66]4[CH:67]=[CH:68][CH:69]=[C:64]([F:63])[CH:65]=4)[N:35]=[N:34]3)[O:41][C:40]2=[O:42])=[CH:48][CH:47]=1. (2) The product is: [CH:1]1([N:4]2[C:8]3[C:9]([O:19][C@@H:20]([C@H:22]4[CH2:26][NH:25][C:24](=[O:27])[CH2:23]4)[CH3:21])=[CH:10][C:11]([C:34]4[CH:35]=[CH:36][C:31]([O:30][CH:29]([F:28])[F:48])=[C:32]([O:46][CH3:47])[CH:33]=4)=[CH:12][C:7]=3[N:6]=[CH:5]2)[CH2:2][CH2:3]1. Given the reactants [CH:1]1([N:4]2[C:8]3[C:9]([O:19][C@@H:20]([C@H:22]4[CH2:26][NH:25][C:24](=[O:27])[CH2:23]4)[CH3:21])=[CH:10][C:11](C4C=CC=CC=4)=[CH:12][C:7]=3[N:6]=[CH:5]2)[CH2:3][CH2:2]1.[F:28][CH:29]([F:48])[O:30][C:31]1[CH:36]=[CH:35][C:34](B2OC(C)(C)C(C)(C)O2)=[CH:33][C:32]=1[O:46][CH3:47], predict the reaction product. (3) Given the reactants S(=O)(=O)(O)O.N[C:7]1[CH:12]=[CH:11][CH:10]=[CH:9][CH:8]=1.[N+:13]([O-:16])(O)=[O:14].C(=O)([O-])[O-].[K+].[K+], predict the reaction product. The product is: [N+:13]([C:7]1[CH:12]=[CH:11][CH:10]=[CH:9][CH:8]=1)([O-:16])=[O:14]. (4) The product is: [CH3:6][CH:5]([O:7][C:10]1[CH:15]=[C:14]([O:22][CH2:17][C:18]#[C:19][CH2:20][CH3:21])[N:13]=[CH:12][N:11]=1)[CH:4]([CH3:8])[CH3:3]. Given the reactants [H-].[Na+].[CH3:3][CH:4]([CH3:8])[CH:5]([OH:7])[CH3:6].Cl[C:10]1[CH:15]=[C:14](Cl)[N:13]=[CH:12][N:11]=1.[CH2:17]([OH:22])[C:18]#[C:19][CH2:20][CH3:21].[Cl-].[NH4+], predict the reaction product. (5) Given the reactants C(OC([N:8]1[CH2:13][CH2:12][CH:11]([NH:14][C:15]2[CH:20]=[CH:19][CH:18]=[CH:17][C:16]=2[C:21]([F:24])([F:23])[F:22])[CH2:10][CH2:9]1)=O)(C)(C)C, predict the reaction product. The product is: [NH:8]1[CH2:9][CH2:10][CH:11]([NH:14][C:15]2[CH:20]=[CH:19][CH:18]=[CH:17][C:16]=2[C:21]([F:22])([F:23])[F:24])[CH2:12][CH2:13]1. (6) Given the reactants [CH3:1][C:2]1[C:7]([OH:8])=[C:6]([CH2:9][OH:10])[C:5]([CH2:11][CH:12]([C:18]([O:20]CC)=[O:19])[C:13]([O:15]CC)=[O:14])=[CH:4][N:3]=1, predict the reaction product. The product is: [CH3:1][C:2]1[C:7]([OH:8])=[C:6]([CH2:9][OH:10])[C:5]([CH2:11][CH:12]([C:18]([OH:20])=[O:19])[C:13]([OH:15])=[O:14])=[CH:4][N:3]=1. (7) Given the reactants [NH2:1][C:2]1[CH:3]=[C:4]([C:8]2[C:17]3[C:12](=[C:13]([C:18]([F:21])([F:20])[F:19])[CH:14]=[CH:15][CH:16]=3)[N:11]=[CH:10][C:9]=2[C:22]([O:24][CH2:25][CH3:26])=[O:23])[CH:5]=[CH:6][CH:7]=1.[Cl:27][C:28]1[CH:33]=[CH:32][CH:31]=[CH:30][C:29]=1[N:34]=[C:35]=[O:36], predict the reaction product. The product is: [Cl:27][C:28]1[CH:33]=[CH:32][CH:31]=[CH:30][C:29]=1[NH:34][C:35]([NH:1][C:2]1[CH:3]=[C:4]([C:8]2[C:17]3[C:12](=[C:13]([C:18]([F:21])([F:19])[F:20])[CH:14]=[CH:15][CH:16]=3)[N:11]=[CH:10][C:9]=2[C:22]([O:24][CH2:25][CH3:26])=[O:23])[CH:5]=[CH:6][CH:7]=1)=[O:36].